Dataset: Reaction yield outcomes from USPTO patents with 853,638 reactions. Task: Predict the reaction yield, written as a fraction of the theoretical maximum amount of product (1.0 means a 100% yield; for example, 0.34 means a 34% yield). (1) The product is [NH2:10][C:6]1[CH:7]=[CH:8][CH:9]=[C:4]([NH2:1])[C:5]=1[NH:13][CH2:14][CH2:15][NH:16][C:17](=[O:23])[O:18][C:19]([CH3:21])([CH3:20])[CH3:22]. The catalyst is [Pd].O1CCCC1. The yield is 0.990. The reactants are [N+:1]([C:4]1[CH:9]=[CH:8][CH:7]=[C:6]([N+:10]([O-])=O)[C:5]=1[NH:13][CH2:14][CH2:15][NH:16][C:17](=[O:23])[O:18][C:19]([CH3:22])([CH3:21])[CH3:20])([O-])=O. (2) The reactants are [CH3:1][C:2]1[C:6]([C:7]([O:9]CC)=[O:8])=[C:5]([CH3:12])[NH:4][C:3]=1C(OCC)=O. The catalyst is S(=O)(=O)(O)O. The product is [C:7]([CH2:6][CH2:5][N:4]1[C:5]([CH3:12])=[C:6]([C:7]([OH:9])=[O:8])[C:2]([CH3:1])=[CH:3]1)([OH:9])=[O:8]. The yield is 0.790. (3) The reactants are [Cl:1][C:2]1[N:7]=[C:6](Cl)[C:5]([Cl:9])=[C:4]([Cl:10])[N:3]=1.C1(P(C2C=CC=CC=2)C2C=CC=CC=2)C=CC=CC=1.[Cl:30][C:31]1[CH:32]=[CH:33][C:34]([O:40][CH3:41])=[C:35](B(O)O)[CH:36]=1.[O-]P([O-])([O-])=O.[K+].[K+].[K+]. The catalyst is C([O-])(=O)C.[Pd+2].C([O-])(=O)C. The product is [Cl:1][C:2]1[N:3]=[C:4]([Cl:10])[C:5]([Cl:9])=[C:6]([C:33]2[CH:32]=[C:31]([Cl:30])[CH:36]=[CH:35][C:34]=2[O:40][CH3:41])[N:7]=1. The yield is 0.690. (4) The reactants are Br[C:2]1[S:6][C:5]([C:7]2[CH:8]=[CH:9][C:10]([F:15])=[C:11]([CH:14]=2)[C:12]#[N:13])=[N:4][CH:3]=1.CC1(C)C(C)(C)OB([C:24]2[CH:32]=[CH:31][CH:30]=[C:29]3[C:25]=2[CH2:26][CH2:27][C@@H:28]3[NH:33][C:34](=[O:40])[O:35][C:36]([CH3:39])([CH3:38])[CH3:37])O1.C(=O)([O-])[O-].[K+].[K+].N#N. The catalyst is C1C=CC([P]([Pd]([P](C2C=CC=CC=2)(C2C=CC=CC=2)C2C=CC=CC=2)([P](C2C=CC=CC=2)(C2C=CC=CC=2)C2C=CC=CC=2)[P](C2C=CC=CC=2)(C2C=CC=CC=2)C2C=CC=CC=2)(C2C=CC=CC=2)C2C=CC=CC=2)=CC=1.COCCOC.O. The product is [C:12]([C:11]1[CH:14]=[C:7]([C:5]2[S:6][C:2]([C:24]3[CH:32]=[CH:31][CH:30]=[C:29]4[C:25]=3[CH2:26][CH2:27][C@@H:28]4[NH:33][C:34](=[O:40])[O:35][C:36]([CH3:38])([CH3:37])[CH3:39])=[CH:3][N:4]=2)[CH:8]=[CH:9][C:10]=1[F:15])#[N:13]. The yield is 0.830. (5) The reactants are [F:1][C:2]1[CH:3]=[C:4]([CH:9]=[CH:10][CH:11]=1)[C:5](Cl)=[N:6][OH:7].[CH3:12][O:13][C:14](=[O:19])[CH2:15][C:16]([CH3:18])=O.C[O-].[Na+]. The catalyst is CO. The product is [CH3:12][O:13][C:14]([C:15]1[C:5]([C:4]2[CH:9]=[CH:10][CH:11]=[C:2]([F:1])[CH:3]=2)=[N:6][O:7][C:16]=1[CH3:18])=[O:19]. The yield is 0.700.